From a dataset of Reaction yield outcomes from USPTO patents with 853,638 reactions. Predict the reaction yield, written as a fraction of the theoretical maximum amount of product (1.0 means a 100% yield; for example, 0.34 means a 34% yield). (1) The product is [CH2:26]([O:25][CH2:24][CH2:23][NH:22][C:15]1[N:14]=[C:13]([Cl:12])[CH:21]=[CH:20][C:16]=1[C:17]([NH2:19])=[O:18])[C:4]1[CH:3]=[CH:7][CH:8]=[CH:9][CH:27]=1. The yield is 0.783. The reactants are ClC1N=[C:9](Cl)[CH:8]=[CH:7][C:3]=1[C:4](N)=O.[Cl:12][C:13]1[CH:21]=[CH:20][C:16]([C:17]([NH2:19])=[O:18])=[C:15]([NH:22][CH2:23][CH2:24][O:25][CH3:26])[N:14]=1.[CH2:27](N(CC)CC)C. The catalyst is C(#N)C. (2) The reactants are [Br:1][C:2]1[CH:3]=[C:4]2[C:10]([C:11]([OH:13])=O)=[N:9][NH:8][C:5]2=[N:6][CH:7]=1.C1N=CN(C(N2C=NC=C2)=O)C=1.Cl.[CH3:27][NH:28][O:29][CH3:30]. The catalyst is CN(C=O)C. The product is [Br:1][C:2]1[CH:3]=[C:4]2[C:10]([C:11]([N:28]([O:29][CH3:30])[CH3:27])=[O:13])=[N:9][NH:8][C:5]2=[N:6][CH:7]=1. The yield is 0.920. (3) The reactants are [Li+].[Cl-].CON(C)[C:6]([C@@H:8]1[C:11](=[O:12])[N:10]([C:13]([C:26]2[CH:31]=[CH:30][CH:29]=[CH:28][CH:27]=2)([C:20]2[CH:25]=[CH:24][CH:23]=[CH:22][CH:21]=2)[C:14]2[CH:19]=[CH:18][CH:17]=[CH:16][CH:15]=2)[C@H:9]1[CH2:32][C:33]([O:35][CH3:36])=[O:34])=[O:7].[CH3:38][Mg+].[Br-]. The catalyst is C1COCC1.CCOC(C)=O. The product is [C:6]([C@H:8]1[C:11](=[O:12])[N:10]([C:13]([C:14]2[CH:19]=[CH:18][CH:17]=[CH:16][CH:15]=2)([C:20]2[CH:25]=[CH:24][CH:23]=[CH:22][CH:21]=2)[C:26]2[CH:31]=[CH:30][CH:29]=[CH:28][CH:27]=2)[C@H:9]1[CH2:32][C:33]([O:35][CH3:36])=[O:34])(=[O:7])[CH3:38]. The yield is 0.360. (4) The reactants are C(Cl)(=O)C(Cl)=O.[Cl:7][C:8]1[S:12][C:11]([C:13](O)=[O:14])=[CH:10][C:9]=1[N+:16]([O-:18])=[O:17].[N-:19]=[N+:20]=[N-:21].[Na+]. The catalyst is ClCCl.C(OCC)(=O)C. The product is [Cl:7][C:8]1[S:12][C:11]([C:13]([N:19]=[N+:20]=[N-:21])=[O:14])=[CH:10][C:9]=1[N+:16]([O-:18])=[O:17]. The yield is 0.590. (5) The reactants are [H-].[Na+].[C:3]([O:7][C:8]([N:10]1[CH2:15][CH2:14][CH:13]([OH:16])[CH2:12][CH2:11]1)=[O:9])([CH3:6])([CH3:5])[CH3:4].Cl[C:18]1[C:27]2[C:22](=[CH:23][CH:24]=[CH:25][CH:26]=2)[N:21]=[CH:20][N:19]=1. The catalyst is CN(C=O)C. The product is [C:3]([O:7][C:8]([N:10]1[CH2:15][CH2:14][CH:13]([O:16][C:18]2[C:27]3[C:22](=[CH:23][CH:24]=[CH:25][CH:26]=3)[N:21]=[CH:20][N:19]=2)[CH2:12][CH2:11]1)=[O:9])([CH3:6])([CH3:4])[CH3:5]. The yield is 0.760.